This data is from Full USPTO retrosynthesis dataset with 1.9M reactions from patents (1976-2016). The task is: Predict the reactants needed to synthesize the given product. (1) Given the product [Cl:1][C:2]1[CH:3]=[N+:4]([O-:12])[CH:5]=[C:6]([Cl:10])[C:7]=1[CH2:8][Cl:9], predict the reactants needed to synthesize it. The reactants are: [Cl:1][C:2]1[CH:3]=[N:4][CH:5]=[C:6]([Cl:10])[C:7]=1[CH2:8][Cl:9].C([O-])([O-])=[O:12].[Na+].[Na+]. (2) Given the product [NH2:1][C:2]1[CH:9]=[C:8]([O:16][CH2:15][CH:12]2[CH2:13][CH2:14][O:11]2)[C:5]([C:6]#[N:7])=[CH:4][N:3]=1, predict the reactants needed to synthesize it. The reactants are: [NH2:1][C:2]1[CH:9]=[C:8](Cl)[C:5]([C:6]#[N:7])=[CH:4][N:3]=1.[O:11]1[CH2:14][CH2:13][CH:12]1[CH2:15][OH:16]. (3) Given the product [CH:11]1([CH2:10][S:9][C:4]2[C:3]([CH2:2][O:27][C:24]3[CH:25]=[CH:26][C:21]([CH:19]4[CH2:20][CH:18]4[C:16]([OH:17])=[O:15])=[CH:22][C:23]=3[F:28])=[CH:8][CH:7]=[CH:6][N:5]=2)[CH2:13][CH2:12]1, predict the reactants needed to synthesize it. The reactants are: Cl[CH2:2][C:3]1[C:4]([S:9][CH2:10][CH:11]2[CH2:13][CH2:12]2)=[N:5][CH:6]=[CH:7][CH:8]=1.C[O:15][C:16]([CH:18]1[CH2:20][CH:19]1[C:21]1[CH:26]=[CH:25][C:24]([OH:27])=[C:23]([F:28])[CH:22]=1)=[O:17]. (4) The reactants are: C[O:2][C:3](=[O:32])[CH2:4][CH2:5][CH2:6][N:7]1[CH2:11][CH2:10][CH2:9][C@@H:8]1[CH2:12][O:13][C:14]1[CH:19]=[CH:18][C:17]([CH2:20][C:21]2[CH:26]=[CH:25][C:24]([C:27]3[CH:31]=[CH:30][S:29][CH:28]=3)=[CH:23][CH:22]=2)=[CH:16][CH:15]=1.O.[ClH:34]. Given the product [ClH:34].[S:29]1[CH:30]=[CH:31][C:27]([C:24]2[CH:23]=[CH:22][C:21]([CH2:20][C:17]3[CH:18]=[CH:19][C:14]([O:13][CH2:12][C@H:8]4[CH2:9][CH2:10][CH2:11][N:7]4[CH2:6][CH2:5][CH2:4][C:3]([OH:32])=[O:2])=[CH:15][CH:16]=3)=[CH:26][CH:25]=2)=[CH:28]1, predict the reactants needed to synthesize it. (5) Given the product [N:1]([C:2]1[CH:3]=[C:4]([NH:8][S:9]([CH3:12])(=[O:11])=[O:10])[CH:5]=[CH:6][CH:7]=1)=[C:18]=[S:19], predict the reactants needed to synthesize it. The reactants are: [NH2:1][C:2]1[CH:3]=[C:4]([NH:8][S:9]([CH3:12])(=[O:11])=[O:10])[CH:5]=[CH:6][CH:7]=1.N1([C:18](N2C=CN=C2)=[S:19])C=CN=C1. (6) Given the product [NH2:29][C:24]1[CH:25]=[N:26][CH:27]=[CH:28][C:23]=1[C:12]1[CH2:11][CH2:10][CH:9]([O:8][Si:1]([C:4]([CH3:7])([CH3:5])[CH3:6])([CH3:3])[CH3:2])[CH:14]([NH:15][C:16](=[O:22])[O:17][C:18]([CH3:21])([CH3:20])[CH3:19])[CH:13]=1, predict the reactants needed to synthesize it. The reactants are: [Si:1]([O:8][CH:9]1[CH:14]([NH:15][C:16](=[O:22])[O:17][C:18]([CH3:21])([CH3:20])[CH3:19])[CH:13]=[C:12]([C:23]2[CH:28]=[CH:27][N:26]=[CH:25][C:24]=2[N+:29]([O-])=O)[CH2:11][CH2:10]1)([C:4]([CH3:7])([CH3:6])[CH3:5])([CH3:3])[CH3:2].CO.